From a dataset of Catalyst prediction with 721,799 reactions and 888 catalyst types from USPTO. Predict which catalyst facilitates the given reaction. (1) Reactant: [CH3:1][C:2]1[C:11]([NH:12][CH3:13])=[CH:10][CH:9]=[CH:8][C:3]=1[C:4]([O:6]C)=[O:5].[OH-].[Li+]. Product: [CH3:1][C:2]1[C:11]([NH:12][CH3:13])=[CH:10][CH:9]=[CH:8][C:3]=1[C:4]([OH:6])=[O:5]. The catalyst class is: 5. (2) Reactant: [C:1]([O:5][C:6](=[O:18])[NH:7][CH2:8][CH2:9][C@H:10]1[CH2:15][CH2:14][C@H:13]([CH2:16][OH:17])[CH2:12][CH2:11]1)([CH3:4])([CH3:3])[CH3:2].[C:19](OC(=O)C)(=[O:21])[CH3:20].N1C=CC=CC=1. Product: [C:1]([O:5][C:6]([NH:7][CH2:8][CH2:9][C@H:10]1[CH2:15][CH2:14][C@H:13]([CH2:16][O:17][C:19](=[O:21])[CH3:20])[CH2:12][CH2:11]1)=[O:18])([CH3:3])([CH3:2])[CH3:4]. The catalyst class is: 363. (3) Reactant: Cl[C:2]1[N:7]=[C:6]([C:8]2[N:9](C(OC(C)(C)C)=O)[C:10]3[C:15]([CH:16]=2)=[C:14]([F:17])[CH:13]=[CH:12][CH:11]=3)[CH:5]=[C:4]([C:25]2[C:26]([N:45]([CH3:50])[S:46]([CH3:49])(=[O:48])=[O:47])=[CH:27][C:28]3[O:32][C:31]([C:33]4[CH:38]=[CH:37][C:36]([F:39])=[CH:35][CH:34]=4)=[C:30]([C:40](=[O:43])[NH:41][CH3:42])[C:29]=3[CH:44]=2)[N:3]=1.[CH3:51][O-:52].[Na+].Cl. Product: [F:17][C:14]1[CH:13]=[CH:12][CH:11]=[C:10]2[C:15]=1[CH:16]=[C:8]([C:6]1[N:7]=[C:2]([O:52][CH3:51])[N:3]=[C:4]([C:25]3[C:26]([N:45]([CH3:50])[S:46]([CH3:49])(=[O:48])=[O:47])=[CH:27][C:28]4[O:32][C:31]([C:33]5[CH:34]=[CH:35][C:36]([F:39])=[CH:37][CH:38]=5)=[C:30]([C:40]([NH:41][CH3:42])=[O:43])[C:29]=4[CH:44]=3)[CH:5]=1)[NH:9]2. The catalyst class is: 5. (4) Reactant: [C:1]([O-:4])([O-])=O.[Cs+].[Cs+].[Cl:7][C:8]1[N:16]=[C:15]2[C:11]([N:12]([CH2:26][C@H:27]3[CH2:32][CH2:31][C@H:30]([CH3:33])[CH2:29][CH2:28]3)[C:13]([CH:17](Cl)[C:18]3[CH:23]=[CH:22][CH:21]=[CH:20][C:19]=3[F:24])=[N:14]2)=[C:10]([C:34]2[CH:35]=[N:36][CH:37]=[C:38]([Cl:40])[CH:39]=2)[N:9]=1. Product: [Cl:7][C:8]1[N:16]=[C:15]2[C:11]([N:12]([CH2:26][C@H:27]3[CH2:32][CH2:31][C@H:30]([CH3:33])[CH2:29][CH2:28]3)[C:13]([CH:17]([C:18]3[CH:23]=[CH:22][CH:21]=[CH:20][C:19]=3[F:24])[O:4][CH3:1])=[N:14]2)=[C:10]([C:34]2[CH:35]=[N:36][CH:37]=[C:38]([Cl:40])[CH:39]=2)[N:9]=1. The catalyst class is: 5. (5) The catalyst class is: 1. Product: [CH2:1]([O:3][C:4]([C:6]1[N:7]([CH2:34][C:35]2[CH:40]=[CH:39][CH:38]=[C:37]([Cl:41])[CH:36]=2)[C:8]2[C:13]([C:14]=1[NH:15][C:16](=[O:24])[C:17]1[CH:18]=[CH:19][C:20]([Cl:23])=[CH:21][CH:22]=1)=[CH:12][CH:11]=[C:10]([C:25]1[CH:30]=[CH:29][C:28]([CH2:31][OH:32])=[CH:27][CH:26]=1)[CH:9]=2)=[O:5])[CH3:2]. Reactant: [CH2:1]([O:3][C:4]([C:6]1[N:7]([CH2:34][C:35]2[CH:40]=[CH:39][CH:38]=[C:37]([Cl:41])[CH:36]=2)[C:8]2[C:13]([C:14]=1[NH:15][C:16](=[O:24])[C:17]1[CH:22]=[CH:21][C:20]([Cl:23])=[CH:19][CH:18]=1)=[CH:12][CH:11]=[C:10]([C:25]1[CH:30]=[CH:29][C:28]([C:31](O)=[O:32])=[CH:27][CH:26]=1)[CH:9]=2)=[O:5])[CH3:2].CC(O)=O.